Dataset: Reaction yield outcomes from USPTO patents with 853,638 reactions. Task: Predict the reaction yield, written as a fraction of the theoretical maximum amount of product (1.0 means a 100% yield; for example, 0.34 means a 34% yield). (1) The catalyst is C1COCC1. The reactants are [F:1][C:2]([F:29])([F:28])[C:3]1[CH:4]=[C:5]([S:9]([CH2:12][C@H:13]2[CH2:16][C@H:15]([N:17]3[C:25](=[O:26])[C:24]4[C:19](=[CH:20][CH:21]=[CH:22][CH:23]=4)[C:18]3=[O:27])[CH2:14]2)(=[O:11])=[O:10])[CH:6]=[CH:7][CH:8]=1.[Li+].[CH3:31]C([N-]C(C)C)C.CI. The yield is 0.300. The product is [F:29][C:2]([F:1])([F:28])[C:3]1[CH:4]=[C:5]([S:9]([CH:12]([C@H:13]2[CH2:14][C@H:15]([N:17]3[C:18](=[O:27])[C:19]4[C:24](=[CH:23][CH:22]=[CH:21][CH:20]=4)[C:25]3=[O:26])[CH2:16]2)[CH3:31])(=[O:10])=[O:11])[CH:6]=[CH:7][CH:8]=1. (2) The reactants are [Cl:1][C:2]1[CH:3]=[N+:4]([O-:25])[CH:5]=[C:6]([Cl:24])[C:7]=1[CH2:8][CH:9]([C:11]1[CH:16]=[CH:15][C:14]([O:17][CH3:18])=[C:13]([O:19][CH2:20][CH:21]2[CH2:23][CH2:22]2)[CH:12]=1)[OH:10].C(Cl)CCl.[CH3:30][N:31]([CH3:51])[C:32]([C:34]1[CH:35]=[C:36]([S:40]([N:43]2[CH2:47][CH2:46][S:45][C@H:44]2[C:48](O)=[O:49])(=[O:42])=[O:41])[CH:37]=[CH:38][CH:39]=1)=[O:33]. The catalyst is CN(C1C=CN=CC=1)C.C(Cl)Cl. The product is [Cl:24][C:6]1[CH:5]=[N+:4]([O-:25])[CH:3]=[C:2]([Cl:1])[C:7]=1[CH2:8][CH:9]([C:11]1[CH:16]=[CH:15][C:14]([O:17][CH3:18])=[C:13]([O:19][CH2:20][CH:21]2[CH2:23][CH2:22]2)[CH:12]=1)[O:10][C:48]([C@H:44]1[N:43]([S:40]([C:36]2[CH:37]=[CH:38][CH:39]=[C:34]([C:32](=[O:33])[N:31]([CH3:30])[CH3:51])[CH:35]=2)(=[O:42])=[O:41])[CH2:47][CH2:46][S:45]1)=[O:49]. The yield is 0.410. (3) The reactants are [S:1]1[CH:5]=[CH:4][N:3]=[CH:2]1.C([O-])(=O)C.[K+].[F:11][C:12]1[CH:17]=[CH:16][C:15](I)=[CH:14][CH:13]=1. The catalyst is CC(N(C)C)=O.O.[OH-].[Pd+2].[OH-]. The product is [F:11][C:12]1[CH:17]=[CH:16][C:15]([C:5]2[S:1][CH:2]=[N:3][CH:4]=2)=[CH:14][CH:13]=1. The yield is 0.220. (4) The yield is 0.420. The product is [Cl:16][C:17]1[N:18]=[C:19]([N:24]2[CH2:25][CH2:26][O:27][CH2:28][CH2:29]2)[N:20]=[C:21]([O:10][CH:8]2[CH2:9][CH:3]3[N:2]([CH3:1])[CH:6]([CH2:5][CH2:4]3)[CH2:7]2)[N:22]=1. The reactants are [CH3:1][N:2]1[CH:6]2[CH2:7][CH:8]([OH:10])[CH2:9][CH:3]1[CH2:4][CH2:5]2.[Li]CCCC.[Cl:16][C:17]1[N:22]=[C:21](Cl)[N:20]=[C:19]([N:24]2[CH2:29][CH2:28][O:27][CH2:26][CH2:25]2)[N:18]=1.CCOCC. The catalyst is C1COCC1. (5) The reactants are [ClH:1].Cl.FC1C=CC(C2C=NC(N3CCNCC3)=NC=2)=CC=1.C(OC([N:29]1[CH2:34][CH2:33][N:32]([C:35]2[N:40]=[CH:39][C:38]([C:41]3[CH:46]=[CH:45][C:44]([C:47]([F:50])([F:49])[F:48])=[CH:43][CH:42]=3)=[CH:37][N:36]=2)[CH2:31][CH2:30]1)=O)(C)(C)C. No catalyst specified. The product is [ClH:1].[ClH:1].[N:32]1([C:35]2[N:36]=[CH:37][C:38]([C:41]3[CH:42]=[CH:43][C:44]([C:47]([F:49])([F:48])[F:50])=[CH:45][CH:46]=3)=[CH:39][N:40]=2)[CH2:33][CH2:34][NH:29][CH2:30][CH2:31]1. The yield is 0.690.